Dataset: Full USPTO retrosynthesis dataset with 1.9M reactions from patents (1976-2016). Task: Predict the reactants needed to synthesize the given product. Given the product [Cl:8][C:6]1[N:7]=[C:2]([NH:26][CH:24]=[O:25])[C:3](=[O:21])[N:4]([CH2:17][CH:18]([CH3:20])[CH3:19])[C:5]=1[C:9]1[C:14]([F:15])=[CH:13][CH:12]=[CH:11][C:10]=1[F:16], predict the reactants needed to synthesize it. The reactants are: Cl[C:2]1[C:3](=[O:21])[N:4]([CH2:17][CH:18]([CH3:20])[CH3:19])[C:5]([C:9]2[C:14]([F:15])=[CH:13][CH:12]=[CH:11][C:10]=2[F:16])=[C:6]([Cl:8])[N:7]=1.[H-].[Na+].[CH:24]([NH2:26])=[O:25].